This data is from Merck oncology drug combination screen with 23,052 pairs across 39 cell lines. The task is: Regression. Given two drug SMILES strings and cell line genomic features, predict the synergy score measuring deviation from expected non-interaction effect. (1) Drug 1: CC1(c2nc3c(C(N)=O)cccc3[nH]2)CCCN1. Drug 2: COC1=C2CC(C)CC(OC)C(O)C(C)C=C(C)C(OC(N)=O)C(OC)C=CC=C(C)C(=O)NC(=CC1=O)C2=O. Cell line: OVCAR3. Synergy scores: synergy=20.5. (2) Drug 1: CC(=O)OC1C(=O)C2(C)C(O)CC3OCC3(OC(C)=O)C2C(OC(=O)c2ccccc2)C2(O)CC(OC(=O)C(O)C(NC(=O)c3ccccc3)c3ccccc3)C(C)=C1C2(C)C. Drug 2: N#Cc1ccc(Cn2cncc2CN2CCN(c3cccc(Cl)c3)C(=O)C2)cc1. Cell line: A2780. Synergy scores: synergy=6.24. (3) Drug 1: Nc1ccn(C2OC(CO)C(O)C2(F)F)c(=O)n1. Drug 2: CCN(CC)CCNC(=O)c1c(C)[nH]c(C=C2C(=O)Nc3ccc(F)cc32)c1C. Cell line: VCAP. Synergy scores: synergy=-3.73. (4) Drug 1: CN1C(=O)C=CC2(C)C3CCC4(C)C(NC(=O)OCC(F)(F)F)CCC4C3CCC12. Drug 2: O=S1(=O)NC2(CN1CC(F)(F)F)C1CCC2Cc2cc(C=CCN3CCC(C(F)(F)F)CC3)ccc2C1. Cell line: A427. Synergy scores: synergy=20.8. (5) Drug 1: O=P1(N(CCCl)CCCl)NCCCO1. Drug 2: O=C(NOCC(O)CO)c1ccc(F)c(F)c1Nc1ccc(I)cc1F. Cell line: UWB1289. Synergy scores: synergy=13.5. (6) Drug 1: O=S1(=O)NC2(CN1CC(F)(F)F)C1CCC2Cc2cc(C=CCN3CCC(C(F)(F)F)CC3)ccc2C1. Drug 2: CCc1cnn2c(NCc3ccc[n+]([O-])c3)cc(N3CCCCC3CCO)nc12. Cell line: KPL1. Synergy scores: synergy=-10.9. (7) Drug 1: C=CCn1c(=O)c2cnc(Nc3ccc(N4CCN(C)CC4)cc3)nc2n1-c1cccc(C(C)(C)O)n1. Drug 2: NC1(c2ccc(-c3nc4ccn5c(=O)[nH]nc5c4cc3-c3ccccc3)cc2)CCC1. Cell line: SW837. Synergy scores: synergy=20.7. (8) Drug 1: CC1CC2C3CCC4=CC(=O)C=CC4(C)C3(F)C(O)CC2(C)C1(O)C(=O)CO. Drug 2: Cn1cc(-c2cnn3c(N)c(Br)c(C4CCCNC4)nc23)cn1. Cell line: SKMEL30. Synergy scores: synergy=-1.04.